From a dataset of Reaction yield outcomes from USPTO patents with 853,638 reactions. Predict the reaction yield, written as a fraction of the theoretical maximum amount of product (1.0 means a 100% yield; for example, 0.34 means a 34% yield). (1) The reactants are [CH3:1][O:2][CH2:3][O:4][C:5]1[CH:6]=[C:7]([C:11]2[C:16]([CH2:17][C:18]([O:20][CH3:21])=[O:19])=[C:15]([CH3:22])[N:14]=[C:13]([C:23]3[CH:28]=[CH:27][CH:26]=[CH:25][CH:24]=3)[N:12]=2)[CH:8]=[CH:9][CH:10]=1.[Li+].C[Si]([N-][Si](C)(C)C)(C)C.I[CH2:40][CH2:41][CH3:42]. The catalyst is CN(C=O)C. The product is [CH3:1][O:2][CH2:3][O:4][C:5]1[CH:6]=[C:7]([C:11]2[C:16]([CH:17]([CH2:40][CH2:41][CH3:42])[C:18]([O:20][CH3:21])=[O:19])=[C:15]([CH3:22])[N:14]=[C:13]([C:23]3[CH:28]=[CH:27][CH:26]=[CH:25][CH:24]=3)[N:12]=2)[CH:8]=[CH:9][CH:10]=1. The yield is 0.730. (2) The reactants are C[O:2][C:3](=[O:25])[CH2:4][C:5]1[C:14]([CH3:15])=[C:13]([CH2:16][C:17]2[CH:22]=[CH:21][C:20]([CH3:23])=[CH:19][CH:18]=2)[C:12]2[C:7](=[CH:8][CH:9]=[C:10]([F:24])[CH:11]=2)[CH:6]=1.O.[OH-].[Li+].Cl. The catalyst is O1CCCC1.O. The product is [F:24][C:10]1[CH:11]=[C:12]2[C:7](=[CH:8][CH:9]=1)[CH:6]=[C:5]([CH2:4][C:3]([OH:25])=[O:2])[C:14]([CH3:15])=[C:13]2[CH2:16][C:17]1[CH:18]=[CH:19][C:20]([CH3:23])=[CH:21][CH:22]=1. The yield is 0.600.